This data is from Full USPTO retrosynthesis dataset with 1.9M reactions from patents (1976-2016). The task is: Predict the reactants needed to synthesize the given product. (1) Given the product [O:1]([C:8]1[CH:13]=[CH:12][C:11]([S:14]([N:17]([CH2:22][C:23]([OH:25])=[O:24])[CH2:18][C:19](=[O:20])[NH:33][OH:34])(=[O:16])=[O:15])=[CH:10][CH:9]=1)[C:2]1[CH:7]=[CH:6][CH:5]=[CH:4][CH:3]=1, predict the reactants needed to synthesize it. The reactants are: [O:1]([C:8]1[CH:13]=[CH:12][C:11]([S:14]([N:17]([CH2:22][C:23]([OH:25])=[O:24])[CH2:18][C:19](O)=[O:20])(=[O:16])=[O:15])=[CH:10][CH:9]=1)[C:2]1[CH:7]=[CH:6][CH:5]=[CH:4][CH:3]=1.CN1CCOCC1.[NH2:33][OH:34].Cl.[OH-].[K+]. (2) Given the product [CH3:1][O:2][C:3]1[CH:4]=[CH:5][C:6]([C:9]2[C:13]([C:14]([N:48]3[CH2:52][CH2:51][CH:50]([C:53]4[CH:54]=[N:55][CH:56]=[CH:57][CH:58]=4)[CH2:49]3)=[O:16])=[CH:12][O:11][N:10]=2)=[CH:7][CH:8]=1, predict the reactants needed to synthesize it. The reactants are: [CH3:1][O:2][C:3]1[CH:8]=[CH:7][C:6]([C:9]2[C:13]([C:14]([OH:16])=O)=[CH:12][O:11][N:10]=2)=[CH:5][CH:4]=1.C(N(C(C)C)C(C)C)C.CN(C(ON1N=NC2C=CC=CC1=2)=[N+](C)C)C.[B-](F)(F)(F)F.[NH:48]1[CH2:52][CH2:51][CH:50]([C:53]2[CH:54]=[N:55][CH:56]=[CH:57][CH:58]=2)[CH2:49]1. (3) Given the product [CH3:1][O:2][C:3](=[O:21])[C@@H:4]([NH:13][C:14]([O:16][C:17]([CH3:18])([CH3:20])[CH3:19])=[O:15])[CH2:5][C:6]1[CH:11]=[CH:10][C:9]([O:12][C:25]2[CH:26]=[CH:27][N:22]=[CH:23][CH:24]=2)=[CH:8][CH:7]=1, predict the reactants needed to synthesize it. The reactants are: [CH3:1][O:2][C:3](=[O:21])[C@@H:4]([NH:13][C:14]([O:16][C:17]([CH3:20])([CH3:19])[CH3:18])=[O:15])[CH2:5][C:6]1[CH:11]=[CH:10][C:9]([OH:12])=[CH:8][CH:7]=1.[N:22]1[CH:27]=[CH:26][C:25](B(O)O)=[CH:24][CH:23]=1.C(N(CC)CC)C. (4) Given the product [CH2:17]([O:24][C:25]1[CH:30]=[CH:29][N:28]([C:2]2[CH:3]=[C:4]3[C:8](=[CH:9][CH:10]=2)[N:7]([CH2:11][CH:12]([O:15][CH3:16])[O:13][CH3:14])[N:6]=[CH:5]3)[C:27](=[O:31])[CH:26]=1)[C:18]1[CH:19]=[CH:20][CH:21]=[CH:22][CH:23]=1, predict the reactants needed to synthesize it. The reactants are: Br[C:2]1[CH:3]=[C:4]2[C:8](=[CH:9][CH:10]=1)[N:7]([CH2:11][CH:12]([O:15][CH3:16])[O:13][CH3:14])[N:6]=[CH:5]2.[CH2:17]([O:24][C:25]1[CH:30]=[CH:29][NH:28][C:27](=[O:31])[CH:26]=1)[C:18]1[CH:23]=[CH:22][CH:21]=[CH:20][CH:19]=1.C([O-])([O-])=O.[K+].[K+].OC1C=CC=C2C=1N=CC=C2. (5) Given the product [Cl:30][CH2:31][C:32]1[N:8]([CH2:9][CH2:10][CH2:11][NH:12][C:13](=[O:19])[O:14][C:15]([CH3:18])([CH3:17])[CH3:16])[C:7]2[C:6]([CH3:20])=[C:5]([CH3:21])[N:4]=[C:3]([O:22][C:23]3[CH:24]=[CH:25][CH:26]=[CH:27][CH:28]=3)[C:2]=2[N:1]=1, predict the reactants needed to synthesize it. The reactants are: [NH2:1][C:2]1[C:3]([O:22][C:23]2[CH:28]=[CH:27][CH:26]=[CH:25][CH:24]=2)=[N:4][C:5]([CH3:21])=[C:6]([CH3:20])[C:7]=1[NH:8][CH2:9][CH2:10][CH2:11][NH:12][C:13](=[O:19])[O:14][C:15]([CH3:18])([CH3:17])[CH3:16].Cl.[Cl:30][CH2:31][C:32](=N)OCC. (6) Given the product [ClH:26].[CH:21]1[C:22]2[C:17](=[C:16]([NH:15][CH:11]3[CH2:12][CH2:13][CH2:14][CH:9]([NH2:8])[CH2:10]3)[CH:25]=[CH:24][CH:23]=2)[CH:18]=[CH:19][N:20]=1, predict the reactants needed to synthesize it. The reactants are: C(OC([NH:8][CH:9]1[CH2:14][CH2:13][CH2:12][CH:11]([NH:15][C:16]2[CH:25]=[CH:24][CH:23]=[C:22]3[C:17]=2[CH:18]=[CH:19][N:20]=[CH:21]3)[CH2:10]1)=O)(C)(C)C.[ClH:26].CO. (7) Given the product [F:7][C:8]1[CH:9]=[C:10]([CH2:34][CH2:35][CH2:36][OH:37])[CH:11]=[C:12]([F:33])[C:13]=1[O:14][CH2:15][C:16]1[C:17]([C:25]2[CH:26]=[N:27][C:28]([O:31][CH3:32])=[CH:29][CH:30]=2)=[N:18][S:19][C:20]=1[C:21]([F:24])([F:22])[F:23], predict the reactants needed to synthesize it. The reactants are: [H-].[H-].[H-].[H-].[Li+].[Al+3].[F:7][C:8]1[CH:9]=[C:10]([CH2:34][CH2:35][C:36](OCC)=[O:37])[CH:11]=[C:12]([F:33])[C:13]=1[O:14][CH2:15][C:16]1[C:17]([C:25]2[CH:26]=[N:27][C:28]([O:31][CH3:32])=[CH:29][CH:30]=2)=[N:18][S:19][C:20]=1[C:21]([F:24])([F:23])[F:22].